Task: Predict the reaction yield, written as a fraction of the theoretical maximum amount of product (1.0 means a 100% yield; for example, 0.34 means a 34% yield).. Dataset: Reaction yield outcomes from USPTO patents with 853,638 reactions (1) The reactants are [Si:1]([O:8][C:9]1[CH:14]=[C:13]([CH3:15])[C:12]([C:16]2[N:17]=[C:18]3[CH:23]=[CH:22][CH:21]=[C:20]([O:24][CH2:25][CH2:26][OH:27])[N:19]3[C:28]=2[NH:29][C:30]2[CH:39]=[CH:38][C:33]3[O:34][CH2:35][CH2:36][O:37][C:32]=3[CH:31]=2)=[C:11]([CH3:40])[CH:10]=1)([C:4]([CH3:7])([CH3:6])[CH3:5])([CH3:3])[CH3:2].[S:41](Cl)([C:44]1[CH:50]=[CH:49][C:47]([CH3:48])=[CH:46][CH:45]=1)(=[O:43])=[O:42]. The catalyst is C(Cl)Cl. The product is [CH3:48][C:47]1[CH:49]=[CH:50][C:44]([S:41]([O:27][CH2:26][CH2:25][O:24][C:20]2[N:19]3[C:28]([NH:29][C:30]4[CH:39]=[CH:38][C:33]5[O:34][CH2:35][CH2:36][O:37][C:32]=5[CH:31]=4)=[C:16]([C:12]4[C:11]([CH3:40])=[CH:10][C:9]([O:8][Si:1]([C:4]([CH3:5])([CH3:6])[CH3:7])([CH3:2])[CH3:3])=[CH:14][C:13]=4[CH3:15])[N:17]=[C:18]3[CH:23]=[CH:22][CH:21]=2)(=[O:43])=[O:42])=[CH:45][CH:46]=1. The yield is 0.360. (2) The reactants are [Cl:1][C:2]1[CH:3]=[C:4]2[C:9](=[CH:10][CH:11]=1)[N:8]=[CH:7][C:6]([N+:12]([O-])=O)=[C:5]2[C:15]([F:18])([F:17])[F:16].O.O.Cl[Sn]Cl.C([O-])([O-])=O.[K+].[K+]. The catalyst is CCOC(C)=O. The product is [Cl:1][C:2]1[CH:3]=[C:4]2[C:9](=[CH:10][CH:11]=1)[N:8]=[CH:7][C:6]([NH2:12])=[C:5]2[C:15]([F:17])([F:16])[F:18]. The yield is 0.970. (3) The reactants are [CH3:1][O:2][C:3]([C:5]1[CH:6]=[N:7][C:8]([O:12][CH2:13][C:14]([F:17])([F:16])[F:15])=[C:9](Br)[CH:10]=1)=[O:4].C(=O)([O-])[O-].[K+].[K+].[C:24]1(B2OC(C)(C)C(C)(C)O2)[CH2:29][CH2:28][CH2:27][CH2:26][CH:25]=1. The catalyst is CN(C=O)C. The product is [CH3:1][O:2][C:3]([C:5]1[CH:6]=[N:7][C:8]([O:12][CH2:13][C:14]([F:17])([F:16])[F:15])=[C:9]([C:24]2[CH2:29][CH2:28][CH2:27][CH2:26][CH:25]=2)[CH:10]=1)=[O:4]. The yield is 0.600. (4) The reactants are [I:1][C:2]1[CH:3]=[C:4]([N+:11]([O-:13])=[O:12])[CH:5]=[C:6]2[C:10]=1[NH:9][CH2:8][CH2:7]2.ClC1C(=O)C(C#N)=C(C#N)C(=O)C=1Cl. The catalyst is C(O)C.C(O)(C)C. The product is [I:1][C:2]1[CH:3]=[C:4]([N+:11]([O-:13])=[O:12])[CH:5]=[C:6]2[C:10]=1[NH:9][CH:8]=[CH:7]2. The yield is 0.790. (5) The reactants are Br[C:2]1[CH:7]=[CH:6][CH:5]=[C:4](Br)[CH:3]=1.[CH2:9]([OH:14])[CH2:10][CH2:11][C:12]#[CH:13]. The catalyst is C(N(CC)CC)C.Cl[Pd](Cl)([P](C1C=CC=CC=1)(C1C=CC=CC=1)C1C=CC=CC=1)[P](C1C=CC=CC=1)(C1C=CC=CC=1)C1C=CC=CC=1.[Cu]I. The product is [OH:14][CH2:9][CH2:10][CH2:11][C:12]#[C:13][C:4]1[CH:3]=[C:2]([C:13]#[C:12][CH2:11][CH2:10][CH2:9][OH:14])[CH:7]=[CH:6][CH:5]=1. The yield is 0.940. (6) The reactants are [CH:1]([C:4]1[CH:9]=[C:8]([O:10][CH3:11])[CH:7]=[CH:6][C:5]=1[S:12]([C:15]1[CH:20]=[CH:19][C:18]([CH3:21])=[CH:17][CH:16]=1)(=[O:14])=[O:13])([CH3:3])[CH3:2].[I:22]Cl.C([O-])(O)=O.[Na+]. The catalyst is CC(O)=O.O. The product is [I:22][C:7]1[CH:6]=[C:5]([S:12]([C:15]2[CH:16]=[CH:17][C:18]([CH3:21])=[CH:19][CH:20]=2)(=[O:13])=[O:14])[C:4]([CH:1]([CH3:3])[CH3:2])=[CH:9][C:8]=1[O:10][CH3:11]. The yield is 0.890.